Dataset: Reaction yield outcomes from USPTO patents with 853,638 reactions. Task: Predict the reaction yield, written as a fraction of the theoretical maximum amount of product (1.0 means a 100% yield; for example, 0.34 means a 34% yield). The reactants are [O:1]1[CH2:6][CH2:5][N:4]([C:7]2[CH:8]=[C:9]([NH:13]C(=O)OC(C)(C)C)[CH:10]=[CH:11][CH:12]=2)[CH2:3][CH2:2]1.Cl. No catalyst specified. The product is [O:1]1[CH2:2][CH2:3][N:4]([C:7]2[CH:8]=[C:9]([CH:10]=[CH:11][CH:12]=2)[NH2:13])[CH2:5][CH2:6]1. The yield is 0.910.